Dataset: NCI-60 drug combinations with 297,098 pairs across 59 cell lines. Task: Regression. Given two drug SMILES strings and cell line genomic features, predict the synergy score measuring deviation from expected non-interaction effect. (1) Drug 1: C1=CN(C(=O)N=C1N)C2C(C(C(O2)CO)O)O.Cl. Drug 2: C1=CC=C(C=C1)NC(=O)CCCCCCC(=O)NO. Cell line: SF-295. Synergy scores: CSS=13.1, Synergy_ZIP=-3.71, Synergy_Bliss=1.28, Synergy_Loewe=-0.213, Synergy_HSA=-0.103. (2) Drug 1: C1CCN(CC1)CCOC2=CC=C(C=C2)C(=O)C3=C(SC4=C3C=CC(=C4)O)C5=CC=C(C=C5)O. Drug 2: COC1=C(C=C2C(=C1)N=CN=C2NC3=CC(=C(C=C3)F)Cl)OCCCN4CCOCC4. Cell line: SF-295. Synergy scores: CSS=5.84, Synergy_ZIP=-2.44, Synergy_Bliss=-0.381, Synergy_Loewe=-0.368, Synergy_HSA=-0.376. (3) Drug 1: CN1C(=O)N2C=NC(=C2N=N1)C(=O)N. Drug 2: B(C(CC(C)C)NC(=O)C(CC1=CC=CC=C1)NC(=O)C2=NC=CN=C2)(O)O. Cell line: DU-145. Synergy scores: CSS=23.0, Synergy_ZIP=-1.47, Synergy_Bliss=-2.97, Synergy_Loewe=-46.1, Synergy_HSA=-3.83. (4) Drug 1: CCC1(CC2CC(C3=C(CCN(C2)C1)C4=CC=CC=C4N3)(C5=C(C=C6C(=C5)C78CCN9C7C(C=CC9)(C(C(C8N6C)(C(=O)OC)O)OC(=O)C)CC)OC)C(=O)OC)O.OS(=O)(=O)O. Drug 2: N.N.Cl[Pt+2]Cl. Cell line: LOX IMVI. Synergy scores: CSS=41.4, Synergy_ZIP=3.59, Synergy_Bliss=5.13, Synergy_Loewe=7.26, Synergy_HSA=7.79. (5) Drug 1: CCC1=C2CN3C(=CC4=C(C3=O)COC(=O)C4(CC)O)C2=NC5=C1C=C(C=C5)O. Drug 2: CCN(CC)CCCC(C)NC1=C2C=C(C=CC2=NC3=C1C=CC(=C3)Cl)OC. Cell line: SN12C. Synergy scores: CSS=27.4, Synergy_ZIP=-5.50, Synergy_Bliss=-0.135, Synergy_Loewe=-6.99, Synergy_HSA=0.571. (6) Drug 1: C1=C(C(=O)NC(=O)N1)N(CCCl)CCCl. Drug 2: C1=CC(=CC=C1C#N)C(C2=CC=C(C=C2)C#N)N3C=NC=N3. Cell line: SNB-75. Synergy scores: CSS=13.5, Synergy_ZIP=-8.01, Synergy_Bliss=-1.84, Synergy_Loewe=-2.06, Synergy_HSA=-1.74. (7) Drug 2: C1=C(C(=O)NC(=O)N1)F. Cell line: NCI/ADR-RES. Synergy scores: CSS=29.3, Synergy_ZIP=-13.4, Synergy_Bliss=-10.0, Synergy_Loewe=-6.41, Synergy_HSA=-4.21. Drug 1: C1=C(C(=O)NC(=O)N1)N(CCCl)CCCl. (8) Drug 1: CC1C(C(=O)NC(C(=O)N2CCCC2C(=O)N(CC(=O)N(C(C(=O)O1)C(C)C)C)C)C(C)C)NC(=O)C3=C4C(=C(C=C3)C)OC5=C(C(=O)C(=C(C5=N4)C(=O)NC6C(OC(=O)C(N(C(=O)CN(C(=O)C7CCCN7C(=O)C(NC6=O)C(C)C)C)C)C(C)C)C)N)C. Cell line: SK-MEL-28. Drug 2: CC1=C(C=C(C=C1)C(=O)NC2=CC(=CC(=C2)C(F)(F)F)N3C=C(N=C3)C)NC4=NC=CC(=N4)C5=CN=CC=C5. Synergy scores: CSS=-0.169, Synergy_ZIP=-0.178, Synergy_Bliss=-1.04, Synergy_Loewe=-3.33, Synergy_HSA=-2.82.